From a dataset of Full USPTO retrosynthesis dataset with 1.9M reactions from patents (1976-2016). Predict the reactants needed to synthesize the given product. Given the product [Cl:48][C:41]1[CH:42]=[CH:9][C:8]2[C:7](=[C:6]([O:38][P:25](=[N:23][C@@H:19]([CH:20]([CH3:21])[CH3:22])[C:18]([O:17][CH2:12][C:13]([CH3:15])([CH3:16])[CH3:14])=[O:24])=[O:26])[CH:5]=[CH:11][CH:10]=2)[N:43]=1, predict the reactants needed to synthesize it. The reactants are: S([C:5]1[CH:11]=[CH:10][C:8]([CH3:9])=[CH:7][CH:6]=1)([O-])(=O)=O.[CH2:12]([O:17][C:18](=[O:24])[CH:19]([NH2:23])[CH:20]([CH3:22])[CH3:21])[C:13]([CH3:16])([CH3:15])[CH3:14].[P:25](Cl)(Cl)(=[O:38])[O:26]OC1C=CC=C2C=1N=CC=C2.[CH2:41]([N:43](CC)CC)[CH3:42].[Cl:48]CCl.